From a dataset of Forward reaction prediction with 1.9M reactions from USPTO patents (1976-2016). Predict the product of the given reaction. (1) Given the reactants Cl.[F:2][C:3]1[CH:8]=[CH:7][C:6]([C:9]2[NH:13][N:12]=[N:11][N:10]=2)=[CH:5][C:4]=1[NH2:14].[C:15]([C:17]1[CH:18]=[C:19]([CH:22]=[CH:23][CH:24]=1)[CH:20]=O)#[CH:16].[BH3-]C#N.[Na+], predict the reaction product. The product is: [C:15]([C:17]1[CH:18]=[C:19]([CH:22]=[CH:23][CH:24]=1)[CH2:20][NH:14][C:4]1[CH:5]=[C:6]([C:9]2[NH:13][N:12]=[N:11][N:10]=2)[CH:7]=[CH:8][C:3]=1[F:2])#[CH:16]. (2) Given the reactants C(OC([NH:8][C@@H:9]([CH2:25][C:26]1[CH:31]=[CH:30][CH:29]=[CH:28][CH:27]=1)[C:10]([NH:12][C@@H:13]([CH2:18][C:19]1[CH:24]=[CH:23][CH:22]=[CH:21][CH:20]=1)[C:14](OC)=[O:15])=[O:11])=O)(C)(C)C, predict the reaction product. The product is: [C:26]1([CH2:25][C@@H:9]2[NH:8][C:14](=[O:15])[C@H:13]([CH2:18][C:19]3[CH:24]=[CH:23][CH:22]=[CH:21][CH:20]=3)[NH:12][C:10]2=[O:11])[CH:31]=[CH:30][CH:29]=[CH:28][CH:27]=1. (3) Given the reactants [Cl:1][C:2]1[CH:24]=[C:23]([Cl:25])[CH:22]=[CH:21][C:3]=1[C:4]([NH:6][C:7]1[C:16]2[C:11](=[CH:12][CH:13]=[CH:14][CH:15]=2)[C:10]([S:17](Cl)(=[O:19])=[O:18])=[CH:9][CH:8]=1)=[O:5].[N:26]([CH:29]([CH3:31])C)=[C:27]=[O:28], predict the reaction product. The product is: [C:27]([N:26]1[CH2:29][CH2:31][CH:4]([NH:6][S:17]([C:10]2[C:11]3[C:16](=[CH:15][CH:14]=[CH:13][CH:12]=3)[C:7]([NH:6][C:4](=[O:5])[C:3]3[CH:21]=[CH:22][C:23]([Cl:25])=[CH:24][C:2]=3[Cl:1])=[CH:8][CH:9]=2)(=[O:19])=[O:18])[CH2:3][CH2:2]1)(=[O:28])[CH2:8][CH2:7][CH3:16]. (4) The product is: [CH3:1][O:2][C:3](=[O:15])[C:4]1[CH:9]=[CH:8][C:7]([NH2:10])=[C:6]([O:13][CH3:14])[CH:5]=1. Given the reactants [CH3:1][O:2][C:3](=[O:15])[C:4]1[CH:9]=[CH:8][C:7]([N+:10]([O-])=O)=[C:6]([O:13][CH3:14])[CH:5]=1.[H][H], predict the reaction product. (5) Given the reactants CO[C:3]([C:5]1[N:6]=[C:7]([C:24]#[N:25])[C:8]2[C:9](=[O:23])[N:10]([CH2:16][C:17]3[CH:22]=[CH:21][CH:20]=[CH:19][CH:18]=3)[CH:11]=[CH:12][C:13]=2[C:14]=1[OH:15])=[O:4].[NH2:26][C@@H:27]([C:35]([OH:37])=[O:36])[CH2:28][C:29]1[CH:34]=[CH:33][CH:32]=[CH:31][CH:30]=1.C[O-].[Na+], predict the reaction product. The product is: [CH2:16]([N:10]1[C:9](=[O:23])[C:8]2[C:7]([C:24]#[N:25])=[N:6][C:5]([C:3]([NH:26][C@H:27]([CH2:28][C:29]3[CH:34]=[CH:33][CH:32]=[CH:31][CH:30]=3)[C:35]([OH:37])=[O:36])=[O:4])=[C:14]([OH:15])[C:13]=2[CH:12]=[CH:11]1)[C:17]1[CH:22]=[CH:21][CH:20]=[CH:19][CH:18]=1. (6) Given the reactants [Br:1][C:2]1[CH:3]=[C:4]2[C:9](Cl)=[C:8]([C:11]([NH2:13])=[O:12])[CH:7]=[N:6][N:5]2[CH:14]=1.[CH:15]1([C@H:18]([NH2:20])[CH3:19])[CH2:17][CH2:16]1.CCN(C(C)C)C(C)C.O, predict the reaction product. The product is: [Br:1][C:2]1[CH:3]=[C:4]2[C:9]([NH:20][C@@H:18]([CH:15]3[CH2:17][CH2:16]3)[CH3:19])=[C:8]([C:11]([NH2:13])=[O:12])[CH:7]=[N:6][N:5]2[CH:14]=1. (7) Given the reactants CS([O:5][CH2:6][C:7]1[CH:12]=[C:11]([C:13]([O:15][CH2:16][CH3:17])=[CH2:14])[N:10]=[C:9]([Cl:18])[N:8]=1)(=O)=O.[F:19][CH2:20][CH:21](O)[CH2:22][F:23].[OH-].[Na+], predict the reaction product. The product is: [Cl:18][C:9]1[N:8]=[C:7]([CH2:6][O:5][CH:21]([CH2:22][F:23])[CH2:20][F:19])[CH:12]=[C:11]([C:13]([O:15][CH2:16][CH3:17])=[CH2:14])[N:10]=1.